From a dataset of Full USPTO retrosynthesis dataset with 1.9M reactions from patents (1976-2016). Predict the reactants needed to synthesize the given product. (1) Given the product [NH:30]1[CH:34]=[CH:33][N:32]=[C:31]1[CH2:35][CH2:36][NH:37][C:17]([C:6]1[C:7]2[N:11]=[C:10]([C:12]3[S:13][CH:14]=[CH:15][CH:16]=3)[NH:9][C:8]=2[C:3]([O:2][CH3:1])=[CH:4][CH:5]=1)=[O:19], predict the reactants needed to synthesize it. The reactants are: [CH3:1][O:2][C:3]1[C:8]2[NH:9][C:10]([C:12]3[S:13][CH:14]=[CH:15][CH:16]=3)=[N:11][C:7]=2[C:6]([C:17]([OH:19])=O)=[CH:5][CH:4]=1.S(Cl)(Cl)=O.N1C=CC=CC=1.[NH:30]1[CH:34]=[CH:33][N:32]=[C:31]1[CH2:35][CH2:36][NH2:37]. (2) Given the product [Cl:28][C:1]1[C:2]2[C:11](=[C:6]([CH3:7])[CH:5]=[CH:4][CH:3]=2)[N:10]=[C:9]2[N:26]([C:24]3[CH:23]=[CH:22][CH:21]=[C:20]([O:19][CH2:17][CH3:18])[N:25]=3)[N:27]=[C:13]([CH3:14])[C:12]=12, predict the reactants needed to synthesize it. The reactants are: [CH3:1][C:2]1[C:11]2[N:10]=[C:9]([CH2:12][C:13](=O)[CH3:14])O[C:7](=O)[C:6]=2[CH:5]=[CH:4][CH:3]=1.[CH2:17]([O:19][C:20]1[N:25]=[C:24]([NH:26][NH2:27])[CH:23]=[CH:22][CH:21]=1)[CH3:18].[Cl:28]C1C=CC=C(OCC)N=1. (3) The reactants are: [H-].[Na+].[CH3:3][C:4]1([CH3:11])[CH2:9][CH2:8][C:7](=[O:10])[CH2:6][CH2:5]1.[CH3:12][C:13](=O)[O:14]CC. Given the product [C:13]([CH:6]1[CH2:5][C:4]([CH3:11])([CH3:3])[CH2:9][CH2:8][C:7]1=[O:10])(=[O:14])[CH3:12], predict the reactants needed to synthesize it. (4) Given the product [CH3:15][O:16][C:17]1[C:25]([O:26][CH3:27])=[CH:24][CH:23]=[CH:22][C:18]=1[CH2:19][N:20]([CH3:21])[C:12](=[O:14])[CH2:11][CH2:10][CH2:9][S:8][C:5]1[CH:4]=[CH:3][C:2]([OH:1])=[CH:7][CH:6]=1, predict the reactants needed to synthesize it. The reactants are: [OH:1][C:2]1[CH:7]=[CH:6][C:5]([S:8][CH2:9][CH2:10][CH2:11][C:12]([OH:14])=O)=[CH:4][CH:3]=1.[CH3:15][O:16][C:17]1[C:25]([O:26][CH3:27])=[CH:24][CH:23]=[CH:22][C:18]=1[CH2:19][NH:20][CH3:21].